This data is from Full USPTO retrosynthesis dataset with 1.9M reactions from patents (1976-2016). The task is: Predict the reactants needed to synthesize the given product. (1) Given the product [O:17]=[S:14]1(=[O:18])[CH2:15][CH2:16][CH:12]([N:6]2[CH2:5][CH2:4][C:3]3[C:8](=[CH:9][CH:10]=[CH:11][C:2]=3[NH:30][C:29]3[CH:31]=[CH:32][C:33]([CH3:34])=[C:27]([C:24]4[N:25]=[N:26][C:21]([O:20][CH3:19])=[CH:22][CH:23]=4)[CH:28]=3)[CH2:7]2)[CH2:13]1, predict the reactants needed to synthesize it. The reactants are: Br[C:2]1[CH:11]=[CH:10][CH:9]=[C:8]2[C:3]=1[CH2:4][CH2:5][N:6]([CH:12]1[CH2:16][CH2:15][S:14](=[O:18])(=[O:17])[CH2:13]1)[CH2:7]2.[CH3:19][O:20][C:21]1[N:26]=[N:25][C:24]([C:27]2[CH:28]=[C:29]([CH:31]=[CH:32][C:33]=2[CH3:34])[NH2:30])=[CH:23][CH:22]=1.CC1(C)C2C(=C(P(C3C=CC=CC=3)C3C=CC=CC=3)C=CC=2)OC2C(P(C3C=CC=CC=3)C3C=CC=CC=3)=CC=CC1=2.[O-]P([O-])([O-])=O.[K+].[K+].[K+]. (2) Given the product [CH3:7][C:8]1[CH:13]=[C:12]([N+:14]([O-:16])=[O:15])[CH:11]=[CH:10][C:9]=1[N:17]1[CH2:23][CH2:22][CH2:21][S:18]1(=[O:20])=[O:19], predict the reactants needed to synthesize it. The reactants are: C(=O)([O-])[O-].[Cs+].[Cs+].[CH3:7][C:8]1[CH:13]=[C:12]([N+:14]([O-:16])=[O:15])[CH:11]=[CH:10][C:9]=1[NH:17][S:18]([CH2:21][CH2:22][CH2:23]Cl)(=[O:20])=[O:19]. (3) The reactants are: [NH2:1][C:2]1[C:7](Br)=[N:6][C:5]([Br:9])=[CH:4][N:3]=1.[OH:10][CH:11]1[CH2:16][CH2:15][N:14]([C:17]([O:19][C:20]([CH3:23])([CH3:22])[CH3:21])=[O:18])[CH2:13][CH2:12]1. Given the product [NH2:1][C:2]1[C:7]([O:10][CH:11]2[CH2:12][CH2:13][N:14]([C:17]([O:19][C:20]([CH3:23])([CH3:22])[CH3:21])=[O:18])[CH2:15][CH2:16]2)=[N:6][C:5]([Br:9])=[CH:4][N:3]=1, predict the reactants needed to synthesize it.